Predict the reactants needed to synthesize the given product. From a dataset of Full USPTO retrosynthesis dataset with 1.9M reactions from patents (1976-2016). Given the product [CH3:12][C:4]1[C:5]([C:8]([O:10][CH3:11])=[O:9])=[N:6][CH:7]=[C:2]([O:1][CH2:21][C:20]#[CH:19])[CH:3]=1, predict the reactants needed to synthesize it. The reactants are: [OH:1][C:2]1[CH:3]=[C:4]([CH3:12])[C:5]([C:8]([O:10][CH3:11])=[O:9])=[N:6][CH:7]=1.C(=O)([O-])[O-].[K+].[K+].[CH2:19](Br)[C:20]#[CH:21].